This data is from Catalyst prediction with 721,799 reactions and 888 catalyst types from USPTO. The task is: Predict which catalyst facilitates the given reaction. (1) Reactant: C(OC(=O)[C:7]([N:29]=C(C1C=CC=CC=1)C1C=CC=CC=1)([C:21](=[O:28])[C:22]1[CH:27]=[CH:26][CH:25]=[CH:24][CH:23]=1)[CH2:8][CH2:9][CH2:10][CH2:11][B:12]1[O:16]C(C)(C)C(C)(C)[O:13]1)(C)(C)C. Product: [NH2:29][CH:7]([CH2:8][CH2:9][CH2:10][CH2:11][B:12]([OH:16])[OH:13])[C:21]([C:22]1[CH:27]=[CH:26][CH:25]=[CH:24][CH:23]=1)=[O:28]. The catalyst class is: 126. (2) Reactant: [Cl:1][C:2]1[N:3]=[C:4](/[N:19]=[N:20]/[C:21]2[CH:26]=[CH:25][C:24]([N:27]([CH2:31][CH3:32])[CH2:28][CH2:29][OH:30])=[CH:23][CH:22]=2)[S:5][C:6]=1[CH:7]=[C:8]1[C:16](=[O:17])[C:15]2[C:10](=[CH:11][CH:12]=[CH:13][CH:14]=2)[C:9]1=[O:18].Cl[S:34]([OH:37])(=[O:36])=[O:35]. Product: [S:34]([OH:37])([O:30][CH2:29][CH2:28][N:27]([C:24]1[CH:23]=[CH:22][C:21](/[N:20]=[N:19]/[C:4]2[S:5][C:6]([CH:7]=[C:8]3[C:9](=[O:18])[C:10]4[C:15](=[CH:14][CH:13]=[CH:12][CH:11]=4)[C:16]3=[O:17])=[C:2]([Cl:1])[N:3]=2)=[CH:26][CH:25]=1)[CH2:31][CH3:32])(=[O:36])=[O:35]. The catalyst class is: 1. (3) Reactant: [F:1][C:2]([F:16])([F:15])[O:3][C:4]1[CH:9]=[CH:8][C:7]([C:10]2([C:13]#[N:14])[CH2:12][CH2:11]2)=[CH:6][CH:5]=1.[OH-:17].[Na+].OO. Product: [F:1][C:2]([F:15])([F:16])[O:3][C:4]1[CH:5]=[CH:6][C:7]([C:10]2([C:13]([NH2:14])=[O:17])[CH2:11][CH2:12]2)=[CH:8][CH:9]=1. The catalyst class is: 5. (4) Reactant: [O:1]1[CH:5]=[CH:4][CH:3]=[C:2]1[CH:6]=[O:7].[OH-].[K+].[N+:10]([CH2:12][C:13]([N:15]1[CH2:19][CH2:18][CH2:17][CH2:16]1)=[O:14])#[C-:11]. Product: [O:1]1[CH:5]=[CH:4][CH:3]=[C:2]1[C@@H:6]1[O:7][CH:11]=[N:10][C@H:12]1[C:13]([N:15]1[CH2:19][CH2:18][CH2:17][CH2:16]1)=[O:14].[N:15]1([CH:13]=[O:14])[CH2:19][CH2:18][CH2:17][CH2:16]1. The catalyst class is: 5. (5) Reactant: [Li+].CCC[CH2-].[F:6][C:7]([F:21])([F:20])[S:8]([NH:11][C:12]1[CH:17]=[CH:16][CH:15]=[C:14]([O:18][CH3:19])[CH:13]=1)(=[O:10])=[O:9].[Br:22][C:23]1[CH:24]=[CH:25][C:26]2[N:27]([CH2:37][CH:38]3[CH2:40][O:39]3)[C:28]3[C:33]([C:34]=2[CH:35]=1)=[CH:32][C:31]([Br:36])=[CH:30][CH:29]=3. Product: [Br:22][C:23]1[CH:24]=[CH:25][C:26]2[N:27]([CH2:37][CH:38]([OH:39])[CH2:40][N:11]([C:12]3[CH:17]=[CH:16][CH:15]=[C:14]([O:18][CH3:19])[CH:13]=3)[S:8]([C:7]([F:20])([F:6])[F:21])(=[O:9])=[O:10])[C:28]3[C:33]([C:34]=2[CH:35]=1)=[CH:32][C:31]([Br:36])=[CH:30][CH:29]=3. The catalyst class is: 155. (6) Reactant: [Br:1][C:2]1[CH:7]=[CH:6][N:5]=[C:4]2[N:8]([S:11]([C:14]3[CH:20]=[CH:19][C:17]([CH3:18])=[CH:16][CH:15]=3)(=[O:13])=[O:12])[CH:9]=[CH:10][C:3]=12.C([N-]C(C)C)(C)C.[Li+].CCCCCCC.O1CCCC1.C(C1C=CC=CC=1)C.[I:49]I. Product: [Br:1][C:2]1[CH:7]=[CH:6][N:5]=[C:4]2[N:8]([S:11]([C:14]3[CH:20]=[CH:19][C:17]([CH3:18])=[CH:16][CH:15]=3)(=[O:13])=[O:12])[C:9]([I:49])=[CH:10][C:3]=12. The catalyst class is: 7. (7) Reactant: [CH3:1][C:2]1[CH:7]=[C:6]([CH3:8])[N:5]=[C:4]([N:9]2[C:17](=[O:18])[C:16]3[C:11](=[CH:12][CH:13]=[CH:14][CH:15]=3)[C:10]2=[O:19])[CH:3]=1.[Cl:20]N1C(=O)CCC1=O.C(OOC(=O)C1C=CC=CC=1)(=O)C1C=CC=CC=1. Product: [Cl:20][CH2:1][C:2]1[CH:7]=[C:6]([CH3:8])[N:5]=[C:4]([N:9]2[C:17](=[O:18])[C:16]3[C:11](=[CH:12][CH:13]=[CH:14][CH:15]=3)[C:10]2=[O:19])[CH:3]=1. The catalyst class is: 53. (8) Reactant: Cl.[C:2]1([C:8]2[CH:9]=[C:10]([CH2:17][O:18][C:19]3[CH:28]=[CH:27][C:22]4[NH:23][CH2:24][CH2:25][O:26][C:21]=4[CH:20]=3)[S:11][C:12]=2[C:13]([F:16])([F:15])[F:14])[CH:7]=[CH:6][CH:5]=[CH:4][CH:3]=1.[C:29]([O:33][C:34]([N:36]([CH2:46][C:47](O)=[O:48])[CH2:37][CH2:38][C:39]([O:41][C:42]([CH3:45])([CH3:44])[CH3:43])=[O:40])=[O:35])([CH3:32])([CH3:31])[CH3:30].CCN=C=NCCCN(C)C.Cl.C1C=CC2N(O)N=NC=2C=1.CCN(C(C)C)C(C)C. Product: [C:42]([O:41][C:39](=[O:40])[CH2:38][CH2:37][N:36]([C:34]([O:33][C:29]([CH3:32])([CH3:31])[CH3:30])=[O:35])[CH2:46][C:47](=[O:48])[N:23]1[C:22]2[CH:27]=[CH:28][C:19]([O:18][CH2:17][C:10]3[S:11][C:12]([C:13]([F:16])([F:14])[F:15])=[C:8]([C:2]4[CH:3]=[CH:4][CH:5]=[CH:6][CH:7]=4)[CH:9]=3)=[CH:20][C:21]=2[O:26][CH2:25][CH2:24]1)([CH3:44])([CH3:45])[CH3:43]. The catalyst class is: 3.